This data is from Catalyst prediction with 721,799 reactions and 888 catalyst types from USPTO. The task is: Predict which catalyst facilitates the given reaction. (1) Reactant: [C:1]([Si:5]([C:37]1[CH:42]=[CH:41][CH:40]=[CH:39][CH:38]=1)([C:31]1[CH:36]=[CH:35][CH:34]=[CH:33][CH:32]=1)[O:6][C:7]1[CH:8]=[C:9]([C:13]2(O)[CH:25]([CH2:26][N:27]([CH3:29])[CH3:28])[CH2:24][CH2:23][C:15]3(OCC(C)(C)C[O:16]3)[CH2:14]2)[CH:10]=[CH:11][CH:12]=1)([CH3:4])([CH3:3])[CH3:2].Cl.O.[OH-].[Na+]. The catalyst class is: 54. Product: [C:1]([Si:5]([C:31]1[CH:32]=[CH:33][CH:34]=[CH:35][CH:36]=1)([C:37]1[CH:42]=[CH:41][CH:40]=[CH:39][CH:38]=1)[O:6][C:7]1[CH:8]=[C:9]([C:13]2[CH:25]([CH2:26][N:27]([CH3:29])[CH3:28])[CH2:24][CH2:23][C:15](=[O:16])[CH:14]=2)[CH:10]=[CH:11][CH:12]=1)([CH3:4])([CH3:2])[CH3:3]. (2) Reactant: Br[CH2:2]/[CH:3]=[CH:4]/[CH2:5][O:6][CH2:7][C@H:8]1[CH2:13][CH2:12][C@H:11]([CH2:14][N:15]([CH3:29])[S:16]([C:19]2[CH:24]=[CH:23][C:22]([C:25]([F:28])([F:27])[F:26])=[CH:21][CH:20]=2)(=[O:18])=[O:17])[CH2:10][CH2:9]1.[CH2:30]([NH:33][CH3:34])[CH:31]=[CH2:32]. Product: [CH2:30]([N:33]([CH3:34])[CH2:2]/[CH:3]=[CH:4]/[CH2:5][O:6][CH2:7][C@H:8]1[CH2:13][CH2:12][C@H:11]([CH2:14][N:15]([CH3:29])[S:16]([C:19]2[CH:24]=[CH:23][C:22]([C:25]([F:28])([F:27])[F:26])=[CH:21][CH:20]=2)(=[O:18])=[O:17])[CH2:10][CH2:9]1)[CH:31]=[CH2:32]. The catalyst class is: 80.